This data is from Full USPTO retrosynthesis dataset with 1.9M reactions from patents (1976-2016). The task is: Predict the reactants needed to synthesize the given product. (1) Given the product [OH:14][CH:10]1[C:9]2[N:5]([CH2:4][C:3]([O:2][CH3:1])=[O:23])[N:6]=[C:7]([C:18]([O:20][CH2:21][CH3:22])=[O:19])[C:8]=2[C@H:12]2[CH2:13][C@@H:11]12, predict the reactants needed to synthesize it. The reactants are: [CH3:1][O:2][C:3](=[O:23])[CH2:4][N:5]1[C:9]2[CH:10]([O:14]COC)[C@@H:11]3[CH2:13][C@@H:12]3[C:8]=2[C:7]([C:18]([O:20][CH2:21][CH3:22])=[O:19])=[N:6]1.O. (2) Given the product [Cl:1][C:2]1[C:7]([C:8]([NH:10][CH:11]([CH3:15])[C:12](=[O:14])[CH3:13])=[O:9])=[CH:6][CH:5]=[C:4]([CH3:16])[N:3]=1, predict the reactants needed to synthesize it. The reactants are: [Cl:1][C:2]1[C:7]([C:8]([NH:10][CH:11]([CH3:15])[CH:12]([OH:14])[CH3:13])=[O:9])=[CH:6][CH:5]=[C:4]([CH3:16])[N:3]=1.S([O-])([O-])(=O)=S.[Na+].[Na+].C([O-])(O)=O.[Na+]. (3) Given the product [Cl:41][C:42]1[CH:49]=[CH:48][CH:47]=[C:46]([F:50])[C:43]=1[C:44]1[NH:14][C:12](=[O:13])[C:3]2[O:4][C:5]3[CH:10]=[CH:9][C:8]([CH:31]4[CH2:20][CH2:19]4)=[CH:7][C:6]=3[C:2]=2[N:1]=1, predict the reactants needed to synthesize it. The reactants are: [NH2:1][C:2]1[C:6]2[CH:7]=[C:8](Br)[CH:9]=[CH:10][C:5]=2[O:4][C:3]=1[C:12]([NH2:14])=[O:13].BrC1C=C[C:19]2OC(C(N)=O)=C(NC(N)=O)[C:20]=2[CH:31]=1.ClC1C=CC=CC=1C=O.[Cl:41][C:42]1[CH:49]=[CH:48][CH:47]=[C:46]([F:50])[C:43]=1[CH:44]=O. (4) Given the product [CH2:1]([O:3][C:4](=[O:24])[CH2:5][C:6]1[C:15]2[C:10](=[CH:11][CH:12]=[CH:13][CH:14]=2)[CH:9]=[C:8]([OH:16])[CH:7]=1)[CH3:2], predict the reactants needed to synthesize it. The reactants are: [CH2:1]([O:3][C:4](=[O:24])[CH2:5][C:6]1[C:15]2[C:10](=[CH:11][CH:12]=[CH:13][CH:14]=2)[CH:9]=[C:8]([O:16]CC2C=CC=CC=2)[CH:7]=1)[CH3:2]. (5) Given the product [N:25]1([C:29]([C:31]2[CH:32]=[C:33]([Cl:38])[C:34]([O:23][C:21]3[CH:20]=[C:10]([CH:9]=[C:8]([O:7][C@@H:5]([CH3:6])[CH2:4][O:3][CH:2]([F:1])[F:24])[CH:22]=3)[C:11]([NH:13][C:14]3[CH:18]=[CH:17][N:16]([CH3:19])[N:15]=3)=[O:12])=[N:35][CH:36]=2)=[O:30])[CH2:28][CH2:27][CH2:26]1, predict the reactants needed to synthesize it. The reactants are: [F:1][CH:2]([F:24])[O:3][CH2:4][C@@H:5]([O:7][C:8]1[CH:9]=[C:10]([CH:20]=[C:21]([OH:23])[CH:22]=1)[C:11]([NH:13][C:14]1[CH:18]=[CH:17][N:16]([CH3:19])[N:15]=1)=[O:12])[CH3:6].[N:25]1([C:29]([C:31]2[CH:32]=[C:33]([Cl:38])[C:34](Cl)=[N:35][CH:36]=2)=[O:30])[CH2:28][CH2:27][CH2:26]1.C(=O)([O-])[O-].[K+].[K+]. (6) Given the product [F:18][C:19]1[CH:20]=[CH:21][C:22]([CH2:23][O:24][CH2:25][C:26]([NH:28][CH2:29][CH2:30][CH2:31][C:32]2[CH:37]=[CH:36][C:35]([NH:38][C:39](=[O:48])[O:40][CH2:41][C:42]3[CH:43]=[N:44][CH:45]=[CH:46][CH:47]=3)=[CH:34][CH:33]=2)=[O:27])=[CH:49][CH:50]=1, predict the reactants needed to synthesize it. The reactants are: S1C=CC=C1C[C@@H]1NC2C(=CC=CC=2)NC1=O.[F:18][C:19]1[CH:50]=[CH:49][C:22]([CH2:23][O:24][CH2:25][C:26]([NH:28][CH2:29][C:30]#[C:31][C:32]2[CH:37]=[CH:36][C:35]([NH:38][C:39](=[O:48])[O:40][CH2:41][C:42]3[CH:43]=[N:44][CH:45]=[CH:46][CH:47]=3)=[CH:34][CH:33]=2)=[O:27])=[CH:21][CH:20]=1. (7) Given the product [Cl:12][CH2:2][C:3]1[N:7]([CH3:8])[C:6](=[O:9])[NH:5][N:4]=1, predict the reactants needed to synthesize it. The reactants are: O[CH2:2][C:3]1[N:7]([CH3:8])[C:6](=[O:9])[NH:5][N:4]=1.S(Cl)([Cl:12])=O.[OH-].[Na+]. (8) Given the product [F:17][C:14]1[CH:15]=[C:16]2[C:11]([C:10]([C:18]3[CH:19]=[CH:20][C:21]4[O:25][C:24]([CH2:26][CH2:27][S:28]([CH3:31])(=[O:30])=[O:29])=[N:23][C:22]=4[CH:32]=3)=[CH:9][NH:8]2)=[CH:12][CH:13]=1, predict the reactants needed to synthesize it. The reactants are: C(OC([N:8]1[C:16]2[C:11](=[CH:12][CH:13]=[C:14]([F:17])[CH:15]=2)[C:10]([C:18]2[CH:19]=[CH:20][C:21]3[O:25][C:24]([CH2:26][CH2:27][S:28]([CH3:31])(=[O:30])=[O:29])=[N:23][C:22]=3[CH:32]=2)=[CH:9]1)=O)(C)(C)C.Cl.CCOCC. (9) Given the product [CH2:49]([N:56]1[CH2:61][CH2:60][C@@H:59]([CH3:62])[C@@H:58]([N:63]([CH3:64])[C:2]2[C:3]3[CH:10]=[CH:9][N:8]([S:11]([C:14]4[CH:19]=[CH:18][C:17]([CH3:20])=[CH:16][CH:15]=4)(=[O:13])=[O:12])[C:4]=3[N:5]=[CH:6][N:7]=2)[CH2:57]1)[C:50]1[CH:51]=[CH:52][CH:53]=[CH:54][CH:55]=1, predict the reactants needed to synthesize it. The reactants are: Cl[C:2]1[C:3]2[CH:10]=[CH:9][N:8]([S:11]([C:14]3[CH:19]=[CH:18][C:17]([CH3:20])=[CH:16][CH:15]=3)(=[O:13])=[O:12])[C:4]=2[N:5]=[CH:6][N:7]=1.C1(C)C=CC(C([C@@](C(O)=O)(O)[C@@](C(C2C=CC(C)=CC=2)=O)(O)C(O)=O)=O)=CC=1.[CH2:49]([N:56]1[CH2:61][CH2:60][C@@H:59]([CH3:62])[C@@H:58]([NH:63][CH3:64])[CH2:57]1)[C:50]1[CH:55]=[CH:54][CH:53]=[CH:52][CH:51]=1.C(=O)([O-])[O-].[K+].[K+].O.